Task: Predict the product of the given reaction.. Dataset: Forward reaction prediction with 1.9M reactions from USPTO patents (1976-2016) (1) Given the reactants C([N:4]1[C:10]2[CH:11]=[CH:12][C:13]([Cl:15])=[CH:14][C:9]=2[CH:8]([C:16]2[CH:21]=[CH:20][CH:19]=[C:18]([O:22][CH3:23])[C:17]=2[O:24][CH3:25])[O:7][CH:6]([CH2:26][C:27]([O:29][CH2:30][CH3:31])=[O:28])[C:5]1=[O:32])C=C, predict the reaction product. The product is: [Cl:15][C:13]1[CH:12]=[CH:11][C:10]2[NH:4][C:5](=[O:32])[CH:6]([CH2:26][C:27]([O:29][CH2:30][CH3:31])=[O:28])[O:7][CH:8]([C:16]3[CH:21]=[CH:20][CH:19]=[C:18]([O:22][CH3:23])[C:17]=3[O:24][CH3:25])[C:9]=2[CH:14]=1. (2) Given the reactants [NH2:1][C:2]1[CH:7]=[CH:6][C:5]([Cl:8])=[CH:4][C:3]=1[C:9]([C:11]1[CH:16]=[CH:15][N:14]=[CH:13][C:12]=1[CH3:17])=[O:10].[C:18]([C:22]1[CH:27]=[CH:26][C:25]([S:28](Cl)(=[O:30])=[O:29])=[CH:24][CH:23]=1)([CH3:21])([CH3:20])[CH3:19], predict the reaction product. The product is: [C:18]([C:22]1[CH:27]=[CH:26][C:25]([S:28]([NH:1][C:2]2[CH:7]=[CH:6][C:5]([Cl:8])=[CH:4][C:3]=2[C:9]([C:11]2[CH:16]=[CH:15][N:14]=[CH:13][C:12]=2[CH3:17])=[O:10])(=[O:30])=[O:29])=[CH:24][CH:23]=1)([CH3:21])([CH3:19])[CH3:20]. (3) Given the reactants [Si]([O:8][CH:9]1[C:17]2[C:12](=[C:13]([C:18]3[O:22][C:21]([C:23]4[CH:24]=[CH:25][C:26]([O:31][CH:32]([CH3:34])[CH3:33])=[C:27]([CH:30]=4)[C:28]#[N:29])=[N:20][CH:19]=3)[CH:14]=[CH:15][CH:16]=2)[CH2:11][CH2:10]1)(C(C)(C)C)(C)C.[F-].C([N+](CCCC)(CCCC)CCCC)CCC, predict the reaction product. The product is: [OH:8][CH:9]1[C:17]2[C:12](=[C:13]([C:18]3[O:22][C:21]([C:23]4[CH:24]=[CH:25][C:26]([O:31][CH:32]([CH3:34])[CH3:33])=[C:27]([CH:30]=4)[C:28]#[N:29])=[N:20][CH:19]=3)[CH:14]=[CH:15][CH:16]=2)[CH2:11][CH2:10]1. (4) Given the reactants [C:1]([O:5][C:6](=[O:20])[NH:7][C:8]1[CH:13]=[C:12]([N:14]([CH3:16])[CH3:15])[C:11]([C:17]#[N:18])=[CH:10][C:9]=1[NH2:19])([CH3:4])([CH3:3])[CH3:2].C([O:25][C:26](=O)[CH2:27][C:28](=[O:48])[C:29]1[CH:34]=[CH:33][CH:32]=[C:31]([N:35]2[C:39]([CH2:40][O:41][CH:42]3[CH2:47][CH2:46][CH2:45][CH2:44][O:43]3)=[CH:38][N:37]=[N:36]2)[CH:30]=1)(C)(C)C, predict the reaction product. The product is: [C:1]([O:5][C:6](=[O:20])[NH:7][C:8]1[CH:13]=[C:12]([N:14]([CH3:15])[CH3:16])[C:11]([C:17]#[N:18])=[CH:10][C:9]=1[NH:19][C:26](=[O:25])[CH2:27][C:28](=[O:48])[C:29]1[CH:34]=[CH:33][CH:32]=[C:31]([N:35]2[C:39]([CH2:40][O:41][CH:42]3[CH2:47][CH2:46][CH2:45][CH2:44][O:43]3)=[CH:38][N:37]=[N:36]2)[CH:30]=1)([CH3:4])([CH3:2])[CH3:3]. (5) Given the reactants [C:1]([O:5][C:6]([N:8]1[CH2:13][CH2:12][CH2:11][CH:10]([C:14]2[CH:19]=[CH:18][C:17]([NH:20][C:21]3[N:26]=[C:25]([CH2:27][CH2:28][C:29]4[CH:34]=[CH:33][CH:32]=[CH:31][C:30]=4[CH2:35][C:36]([O-])=[O:37])[C:24]([C:39]([F:42])([F:41])[F:40])=[CH:23][N:22]=3)=[CH:16][CH:15]=2)[CH2:9]1)=[O:7])([CH3:4])([CH3:3])[CH3:2].[Li+].O[N:45]1C2C=CC=CC=2N=N1.CCN=C=NCCCN(C)C.Cl.C(N(CC)C(C)C)(C)C.C(=O)([O-])[O-].[NH4+].[NH4+], predict the reaction product. The product is: [NH2:45][C:36](=[O:37])[CH2:35][C:30]1[CH:31]=[CH:32][CH:33]=[CH:34][C:29]=1[CH2:28][CH2:27][C:25]1[C:24]([C:39]([F:40])([F:41])[F:42])=[CH:23][N:22]=[C:21]([NH:20][C:17]2[CH:18]=[CH:19][C:14]([CH:10]3[CH2:11][CH2:12][CH2:13][N:8]([C:6]([O:5][C:1]([CH3:4])([CH3:2])[CH3:3])=[O:7])[CH2:9]3)=[CH:15][CH:16]=2)[N:26]=1. (6) Given the reactants [F:1][C:2]1[CH:7]=[C:6](B(O)O)[CH:5]=[CH:4][N:3]=1.Cl[C:12]1[CH:20]=[CH:19][N:18]2[C:14](=[N:15][C:16]3[CH:24]=[CH:23][CH:22]=[CH:21][C:17]=32)[N:13]=1, predict the reaction product. The product is: [F:1][C:2]1[CH:7]=[C:6]([C:12]2[CH:20]=[CH:19][N:18]3[C:14](=[N:15][C:16]4[CH:24]=[CH:23][CH:22]=[CH:21][C:17]=43)[N:13]=2)[CH:5]=[CH:4][N:3]=1. (7) Given the reactants [H-].[Na+].[C:3]([N:7]1[C:11]2=[N:12][CH:13]=[N:14][C:15]([NH2:16])=[C:10]2[C:9]([C:17]2[CH:22]=[CH:21][C:20]([F:23])=[CH:19][CH:18]=2)=[N:8]1)([CH3:6])([CH3:5])[CH3:4].CI.O.[CH3:27][N:28]([CH3:31])[CH:29]=O, predict the reaction product. The product is: [C:3]([N:7]1[C:11]2=[N:12][CH:13]=[N:14][C:29]([N:28]([CH3:31])[CH3:27])=[C:10]2[C:9]([C:17]2[CH:18]=[CH:19][C:20]([F:23])=[CH:21][CH:22]=2)=[N:8]1)([CH3:6])([CH3:4])[CH3:5].[C:3]([N:7]1[C:11]2=[N:12][CH:13]=[N:14][C:15]([NH:16][CH3:27])=[C:10]2[C:9]([C:17]2[CH:18]=[CH:19][C:20]([F:23])=[CH:21][CH:22]=2)=[N:8]1)([CH3:6])([CH3:4])[CH3:5].